This data is from Forward reaction prediction with 1.9M reactions from USPTO patents (1976-2016). The task is: Predict the product of the given reaction. Given the reactants [CH3:1][O:2][C:3]1[CH:8]=[CH:7][C:6]([C:9](=[O:20])[CH:10]([C:12]2[CH:17]=[CH:16][C:15]([O:18][CH3:19])=[CH:14][CH:13]=2)Br)=[CH:5][CH:4]=1.[C:21]([O:25][C:26]([N:28]1[CH2:33][CH2:32][CH:31]([C:34](=S)[NH2:35])[CH2:30][CH2:29]1)=[O:27])([CH3:24])([CH3:23])[CH3:22], predict the reaction product. The product is: [CH3:19][O:18][C:15]1[CH:16]=[CH:17][C:12]([C:10]2[N:35]=[C:34]([CH:31]3[CH2:32][CH2:33][N:28]([C:26]([O:25][C:21]([CH3:24])([CH3:23])[CH3:22])=[O:27])[CH2:29][CH2:30]3)[O:20][C:9]=2[C:6]2[CH:7]=[CH:8][C:3]([O:2][CH3:1])=[CH:4][CH:5]=2)=[CH:13][CH:14]=1.